Dataset: Catalyst prediction with 721,799 reactions and 888 catalyst types from USPTO. Task: Predict which catalyst facilitates the given reaction. Reactant: [CH2:1]([O:3][C:4]([N:6]1[CH2:11][CH2:10][C:9](=[CH:12][C:13]#[N:14])[CH2:8][CH2:7]1)=[O:5])[CH3:2].[NH3:15]. Product: [CH2:1]([O:3][C:4]([N:6]1[CH2:11][CH2:10][C:9]([NH2:15])([CH2:12][C:13]#[N:14])[CH2:8][CH2:7]1)=[O:5])[CH3:2]. The catalyst class is: 5.